Task: Predict which catalyst facilitates the given reaction.. Dataset: Catalyst prediction with 721,799 reactions and 888 catalyst types from USPTO (1) Reactant: [C:1]([CH2:3]P(=O)(OCC)OCC)#[N:2].CC(C)([O-])C.[K+].[F:18][C:19]1([F:24])[CH2:21][CH:20]1[CH:22]=O. Product: [F:18][C:19]1([F:24])[CH2:21][CH:20]1[CH:22]=[CH:3][C:1]#[N:2]. The catalyst class is: 1. (2) Reactant: [OH:1][CH:2]1[O:10][C@H](CO)[C@@H:7](O)[C@H:5](O)[C@H:3]1[NH2:4].[C:13]([O-:16])([OH:15])=O.[Na+]. Product: [NH2:4][C@H:3]([C:2]([OH:10])=[O:1])[CH2:5][CH2:7][C:13](=[O:16])[OH:15]. The catalyst class is: 292. (3) Reactant: [Cl:1][C:2]1[CH:25]=[CH:24][C:5]([O:6][CH2:7][C:8]([N:10]2[C:16]3[CH:17]=[CH:18][CH:19]=[CH:20][C:15]=3[CH2:14][N:13]3[CH:21]=[CH:22][CH:23]=[C:12]3[CH2:11]2)=[O:9])=[C:4]([CH3:26])[CH:3]=1.[Cl:27][C:28]1[CH:36]=[CH:35][C:31]([C:32](Cl)=[O:33])=[CH:30][CH:29]=1.N1C(C)=CC=CC=1C.ClCCl. Product: [Cl:1][C:2]1[CH:25]=[CH:24][C:5]([O:6][CH2:7][C:8]([N:10]2[C:16]3[CH:17]=[CH:18][CH:19]=[CH:20][C:15]=3[CH2:14][N:13]3[C:21]([C:32]([C:31]4[CH:35]=[CH:36][C:28]([Cl:27])=[CH:29][CH:30]=4)=[O:33])=[CH:22][CH:23]=[C:12]3[CH2:11]2)=[O:9])=[C:4]([CH3:26])[CH:3]=1. The catalyst class is: 60.